From a dataset of Full USPTO retrosynthesis dataset with 1.9M reactions from patents (1976-2016). Predict the reactants needed to synthesize the given product. (1) Given the product [F:28][C:26]1[CH:25]=[CH:24][C:23]([OH:29])=[C:22]([C:19]([CH3:20])([CH3:21])[CH2:18][C:17]([C:31]([F:32])([F:33])[F:34])([OH:30])[CH2:16][NH:15][C:3]2[CH:2]=[CH:11][CH:10]=[C:9]3[C:4]=2[CH:5]=[CH:6][C:7]([NH:13][CH3:14])=[N:8]3)[CH:27]=1, predict the reactants needed to synthesize it. The reactants are: Br[C:2]1[C:3]([NH:15][CH2:16][C:17]([C:31]([F:34])([F:33])[F:32])([OH:30])[CH2:18][C:19]([C:22]2[CH:27]=[C:26]([F:28])[CH:25]=[CH:24][C:23]=2[OH:29])([CH3:21])[CH3:20])=[C:4]2[C:9](=[C:10](Br)[CH:11]=1)[N:8]=[C:7]([NH:13][CH3:14])[CH:6]=[CH:5]2. (2) Given the product [CH3:27][O:28][C:29]1[CH:30]=[C:31]([C:37](=[O:41])[CH2:38][N:39]([CH3:40])[C:16](=[O:18])/[CH:15]=[CH:14]/[C:10]2[CH:9]=[N:8][CH:13]=[CH:12][CH:11]=2)[CH:32]=[CH:33][C:34]=1[O:35][CH3:36], predict the reactants needed to synthesize it. The reactants are: C(N(CC)CC)C.[N:8]1[CH:13]=[CH:12][CH:11]=[C:10](/[CH:14]=[CH:15]/[C:16]([OH:18])=O)[CH:9]=1.C(Cl)(=O)C(C)(C)C.Br.[CH3:27][O:28][C:29]1[CH:30]=[C:31]([C:37](=[O:41])[CH2:38][NH:39][CH3:40])[CH:32]=[CH:33][C:34]=1[O:35][CH3:36]. (3) Given the product [Cl:19][C:20]1[C:28]2[NH:27][N:26]=[CH:25][C:24]=2[C:23]2[CH2:29][N:30]([CH2:55][C:56]([CH3:59])([CH3:58])[CH3:57])[C:31](=[O:54])[C@H:32]([CH2:34][C:35](=[O:53])[N:15]3[CH2:14][CH2:13][CH:12]([N:10]4[CH:11]=[C:7]([C:1]5[CH:2]=[CH:3][CH:4]=[CH:5][CH:6]=5)[NH:8][C:9]4=[O:18])[CH2:17][CH2:16]3)[CH2:33][C:22]=2[CH:21]=1, predict the reactants needed to synthesize it. The reactants are: [C:1]1([C:7]2[NH:8][C:9](=[O:18])[N:10]([CH:12]3[CH2:17][CH2:16][NH:15][CH2:14][CH2:13]3)[CH:11]=2)[CH:6]=[CH:5][CH:4]=[CH:3][CH:2]=1.[Cl:19][C:20]1[C:28]2[NH:27][N:26]=[CH:25][C:24]=2[C:23]2[CH2:29][N:30]([CH2:55][C:56]([CH3:59])([CH3:58])[CH3:57])[C:31](=[O:54])[C@H:32]([CH2:34][C:35](=[O:53])N3CCC(N4CC5C(=CC=CC=5)NC4=O)CC3)[CH2:33][C:22]=2[CH:21]=1. (4) Given the product [Cl:1][C:2]1[N:3]([CH2:28][C:26]2([CH3:29])[O:27][C:22](=[O:24])[N:21]([C:20]3[CH:30]=[C:16]([C:10]4[CH:11]=[CH:12][CH:13]=[CH:14][CH:15]=4)[CH:17]=[CH:18][C:19]=3[OH:23])[CH2:25]2)[CH:4]=[C:5]([N+:7]([O-:9])=[O:8])[N:6]=1, predict the reactants needed to synthesize it. The reactants are: [Cl:1][C:2]1[NH:3][CH:4]=[C:5]([N+:7]([O-:9])=[O:8])[N:6]=1.[C:10]1([C:16]2[CH:17]=[CH:18][C:19]3[O:23][C:22](=[O:24])[N:21]([CH2:25][C:26]4([CH3:29])[CH2:28][O:27]4)[C:20]=3[CH:30]=2)[CH:15]=[CH:14][CH:13]=[CH:12][CH:11]=1.C([O-])(=O)C.[Na+]. (5) Given the product [O:29]1[C:28]2[CH:32]=[CH:33][C:25]([S:22]([N:17]([CH2:18][CH:19]([CH3:20])[CH3:21])[CH2:16][C@@H:15]([OH:34])[C@@H:14]([NH:35][C:36](=[O:37])[O:38][C@@H:39]3[C@H:46]4[C@H:42]([O:43][CH2:44][CH2:45]4)[O:41][CH2:40]3)[CH2:13][C:10]3[CH:9]=[CH:8][C:7]([O:6][CH2:5][CH2:4][CH2:3][O:2][C:1]([NH:59][CH3:58])=[O:47])=[CH:12][CH:11]=3)(=[O:24])=[O:23])=[CH:26][C:27]=2[O:31][CH2:30]1, predict the reactants needed to synthesize it. The reactants are: [C:1](=O)([O:47]C1C=CC([N+]([O-])=O)=CC=1)[O:2][CH2:3][CH2:4][CH2:5][O:6][C:7]1[CH:12]=[CH:11][C:10]([CH2:13][C@H:14]([NH:35][C:36]([O:38][C@@H:39]2[C@H:46]3[C@H:42]([O:43][CH2:44][CH2:45]3)[O:41][CH2:40]2)=[O:37])[C@H:15]([OH:34])[CH2:16][N:17]([S:22]([C:25]2[CH:33]=[CH:32][C:28]3[O:29][CH2:30][O:31][C:27]=3[CH:26]=2)(=[O:24])=[O:23])[CH2:18][CH:19]([CH3:21])[CH3:20])=[CH:9][CH:8]=1.[CH3:58][NH2:59].O1CCCC1. (6) Given the product [Br:1][C:2]1[CH:3]=[CH:4][C:5]([NH:8][C:9]2[S:10][C:11]3[CH:17]=[CH:16][C:15]([OH:18])=[CH:14][C:12]=3[N:13]=2)=[CH:6][CH:7]=1, predict the reactants needed to synthesize it. The reactants are: [Br:1][C:2]1[CH:7]=[CH:6][C:5]([NH:8][C:9]2[S:10][C:11]3[CH:17]=[CH:16][C:15]([O:18]C)=[CH:14][C:12]=3[N:13]=2)=[CH:4][CH:3]=1.Br.